From a dataset of Full USPTO retrosynthesis dataset with 1.9M reactions from patents (1976-2016). Predict the reactants needed to synthesize the given product. (1) Given the product [OH:17][C:16]1[C:7]2[C:6](=[CH:5][CH:4]=[C:3]([O:2][CH3:1])[N:8]=2)[N:9]=[CH:10][CH:11]=1, predict the reactants needed to synthesize it. The reactants are: [CH3:1][O:2][C:3]1[N:8]=[CH:7][C:6]([NH:9][CH:10]=[C:11]2[C:16](=[O:17])OC(C)(C)OC2=O)=[CH:5][CH:4]=1.C1(OC2C=CC=CC=2)C=CC=CC=1. (2) Given the product [Cl:35][C:32]([Cl:33])([Cl:34])[C:31]([N:28]1[CH2:29][CH2:30][N:25]([C:16]2[CH:17]=[C:18]([S:21]([N:7]3[C:8]4[C:4](=[CH:3][C:2]([F:1])=[CH:10][CH:9]=4)[CH:5]=[CH:6]3)(=[O:22])=[O:23])[CH:19]=[CH:20][C:15]=2[O:14][CH3:13])[CH2:26][CH2:27]1)=[O:36], predict the reactants needed to synthesize it. The reactants are: [F:1][C:2]1[CH:3]=[C:4]2[C:8](=[CH:9][CH:10]=1)[NH:7][CH:6]=[CH:5]2.[H-].[Na+].[CH3:13][O:14][C:15]1[CH:20]=[CH:19][C:18]([S:21](Cl)(=[O:23])=[O:22])=[CH:17][C:16]=1[N:25]1[CH2:30][CH2:29][N:28]([C:31](=[O:36])[C:32]([Cl:35])([Cl:34])[Cl:33])[CH2:27][CH2:26]1. (3) Given the product [F:1][C:2]1[CH:3]=[C:4]([CH:5]=[CH:6][C:7]=1[N+:8]([O-:10])=[O:9])[CH2:11][O:12][Si:19]([CH:26]([CH3:28])[CH3:27])([CH:23]([CH3:25])[CH3:24])[CH:20]([CH3:22])[CH3:21], predict the reactants needed to synthesize it. The reactants are: [F:1][C:2]1[CH:3]=[C:4]([CH2:11][OH:12])[CH:5]=[CH:6][C:7]=1[N+:8]([O-:10])=[O:9].FC(F)(F)S(O[Si:19]([CH:26]([CH3:28])[CH3:27])([CH:23]([CH3:25])[CH3:24])[CH:20]([CH3:22])[CH3:21])(=O)=O.CC1C=CC=C(C)N=1. (4) The reactants are: [F:1][C:2]1[CH:3]=[C:4]([CH2:12][C:13]([O:15]C(C)(C)C)=[O:14])[CH:5]=[C:6]([F:11])[C:7]=1[N+:8]([O-:10])=[O:9].C(O)(C(F)(F)F)=O. Given the product [F:1][C:2]1[CH:3]=[C:4]([CH2:12][C:13]([OH:15])=[O:14])[CH:5]=[C:6]([F:11])[C:7]=1[N+:8]([O-:10])=[O:9], predict the reactants needed to synthesize it. (5) Given the product [I:30][C:31]1[CH:36]=[CH:35][C:34](/[C:20](/[C:18]2[CH:17]=[CH:16][C:14]3[O:15][C:11]([CH3:10])=[CH:12][C:13]=3[CH:19]=2)=[CH:21]/[CH2:22][OH:23])=[CH:33][CH:32]=1, predict the reactants needed to synthesize it. The reactants are: C[O-].[Na+].[H-].[Al+3].[Li+].[H-].[H-].[H-].[CH3:10][C:11]1[O:15][C:14]2[CH:16]=[CH:17][C:18]([C:20]#[C:21][CH2:22][OH:23])=[CH:19][C:13]=2[CH:12]=1.C(OCC)(=O)C.[I:30][C:31]1[CH:36]=[CH:35][C:34](I)=[CH:33][CH:32]=1.O1C=CC=C1P(C1OC=CC=1)C1OC=CC=1. (6) Given the product [CH3:3][S:4]([NH:7][C:19]([C:16]1[CH:17]=[C:18]2[C:13](=[CH:14][CH:15]=1)[NH:12][CH:11]([C:22]1[CH:23]=[C:24]([CH:25]=[CH:26][CH:27]=1)[C:28]([NH:29][C:30]1[CH:31]=[CH:32][CH:33]=[CH:34][CH:35]=1)=[O:36])[CH2:10][C:9]2([CH3:37])[CH3:8])=[O:20])(=[O:6])=[O:5], predict the reactants needed to synthesize it. The reactants are: [H-].[Na+].[CH3:3][S:4]([NH2:7])(=[O:6])=[O:5].[CH3:8][C:9]1([CH3:37])[C:18]2[C:13](=[CH:14][CH:15]=[C:16]([C:19](O)=[O:20])[CH:17]=2)[NH:12][CH:11]([C:22]2[CH:27]=[CH:26][CH:25]=[C:24]([C:28](=[O:36])[NH:29][C:30]3[CH:35]=[CH:34][CH:33]=[CH:32][CH:31]=3)[CH:23]=2)[CH2:10]1.C(N1C=CN=C1)(N1C=CN=C1)=O. (7) Given the product [C:1](=[O:19])([O:17][CH3:18])[O:2][C:3]1[CH:8]=[C:7]([N+:20]([O-:22])=[O:21])[C:6]([F:9])=[CH:5][C:4]=1[C:10]1([CH3:16])[CH2:15][CH2:14][CH2:13][CH2:12][CH2:11]1, predict the reactants needed to synthesize it. The reactants are: [C:1](=[O:19])([O:17][CH3:18])[O:2][C:3]1[CH:8]=[CH:7][C:6]([F:9])=[CH:5][C:4]=1[C:10]1([CH3:16])[CH2:15][CH2:14][CH2:13][CH2:12][CH2:11]1.[N+:20]([O-])([O-:22])=[O:21].[K+].